This data is from Reaction yield outcomes from USPTO patents with 853,638 reactions. The task is: Predict the reaction yield, written as a fraction of the theoretical maximum amount of product (1.0 means a 100% yield; for example, 0.34 means a 34% yield). The reactants are [C:1]([C:9]1[CH:14]=[CH:13][CH:12]=[CH:11][C:10]=1[NH:15][C@@H:16]([CH2:22][C:23]1[CH:28]=[CH:27][C:26]([C:29]2[CH:34]=[CH:33][CH:32]=[C:31]([N:35]([CH3:46])[C:36]([NH:38][CH2:39][CH2:40][CH2:41][CH2:42][CH2:43][CH2:44]C)=[O:37])[CH:30]=2)=[CH:25][CH:24]=1)[C:17]([O:19][CH2:20][CH3:21])=[O:18])(=[O:8])[C:2]1[CH:7]=[CH:6][CH:5]=[CH:4][CH:3]=1.C(C1C=CC=C[C:56]=1[NH:61][C@@H:62](CC1C=CC(C2C=CC=C(NC)C=2)=CC=1)C(OCC)=O)(=O)C1C=CC=CC=1.C(N(CC)C1C=CC(N=C=O)=CC=1)C. No catalyst specified. The product is [C:1]([C:9]1[CH:14]=[CH:13][CH:12]=[CH:11][C:10]=1[NH:15][C@@H:16]([CH2:22][C:23]1[CH:24]=[CH:25][C:26]([C:29]2[CH:34]=[CH:33][CH:32]=[C:31]([N:35]([CH3:46])[C:36]([NH:38][C:39]3[CH:40]=[CH:41][C:42]([N:61]([CH3:62])[CH3:56])=[CH:43][CH:44]=3)=[O:37])[CH:30]=2)=[CH:27][CH:28]=1)[C:17]([O:19][CH2:20][CH3:21])=[O:18])(=[O:8])[C:2]1[CH:3]=[CH:4][CH:5]=[CH:6][CH:7]=1. The yield is 0.750.